Task: Predict the reactants needed to synthesize the given product.. Dataset: Full USPTO retrosynthesis dataset with 1.9M reactions from patents (1976-2016) (1) Given the product [N:28]1([C:22]([C:21]2[CH:20]=[CH:19][C:18]([C:15]3[CH:16]=[CH:17][N:12]4[N:11]=[CH:10][C:9]([C:6]5[CH:7]=[CH:8][C:3]([C:1]#[N:2])=[CH:4][CH:5]=5)=[C:13]4[N:14]=3)=[CH:26][CH:25]=2)=[O:23])[CH2:33][CH2:32][O:31][CH2:30][CH2:29]1, predict the reactants needed to synthesize it. The reactants are: [C:1]([C:3]1[CH:8]=[CH:7][C:6]([C:9]2[CH:10]=[N:11][N:12]3[CH:17]=[CH:16][C:15]([C:18]4[CH:26]=[CH:25][C:21]([C:22](O)=[O:23])=[CH:20][CH:19]=4)=[N:14][C:13]=23)=[CH:5][CH:4]=1)#[N:2].C[N:28]1[CH2:33][CH2:32][O:31][CH2:30][CH2:29]1.CN(C(ON1N=NC2C=CC=NC1=2)=[N+](C)C)C.F[P-](F)(F)(F)(F)F.O1CCCNCC1. (2) Given the product [NH3:15].[C:7]([C:11]1[CH:31]=[CH:30][C:14]2[NH:15][C:16]([C@@H:18]([NH:22][CH3:23])[C@H:19]([OH:21])[CH3:20])=[N:17][C:13]=2[CH:12]=1)([CH3:8])([CH3:9])[CH3:10], predict the reactants needed to synthesize it. The reactants are: [H-].[Al+3].[Li+].[H-].[H-].[H-].[C:7]([C:11]1[CH:31]=[CH:30][C:14]2[NH:15][C:16]([C@@H:18]([NH:22][C:23](=O)OC(C)(C)C)[C@H:19]([OH:21])[CH3:20])=[N:17][C:13]=2[CH:12]=1)([CH3:10])([CH3:9])[CH3:8]. (3) The reactants are: [CH2:1]([C:8]1([N:19]2[CH2:28][C@H:27]([F:29])[CH2:26][C@H:20]2[C:21]([N:23]([CH3:25])[CH3:24])=[O:22])[C:16]2[C:11](=[CH:12][CH:13]=[C:14]([Cl:17])[CH:15]=2)[NH:10][C:9]1=[O:18])[C:2]1[CH:7]=[CH:6][CH:5]=[CH:4][CH:3]=1.[CH3:30][O:31][C:32]1[CH:37]=[CH:36][C:35]([S:38](Cl)(=[O:40])=[O:39])=[C:34]([O:42][C:43]([F:46])([F:45])[F:44])[CH:33]=1. Given the product [CH2:1]([C:8]1([N:19]2[CH2:28][C@H:27]([F:29])[CH2:26][C@H:20]2[C:21]([N:23]([CH3:25])[CH3:24])=[O:22])[C:16]2[C:11](=[CH:12][CH:13]=[C:14]([Cl:17])[CH:15]=2)[N:10]([S:38]([C:35]2[CH:36]=[CH:37][C:32]([O:31][CH3:30])=[CH:33][C:34]=2[O:42][C:43]([F:44])([F:45])[F:46])(=[O:40])=[O:39])[C:9]1=[O:18])[C:2]1[CH:7]=[CH:6][CH:5]=[CH:4][CH:3]=1, predict the reactants needed to synthesize it. (4) Given the product [NH2:1][C:2]1[C:3]([C:14]2[O:18][C:17]([C@:19]([OH:25])([CH3:24])[C:20]([F:23])([F:22])[F:21])=[N:16][N:15]=2)=[N:4][C:5]([O:12][CH3:13])=[C:6]([C:8]([F:10])([F:9])[F:11])[C:7]=1[Cl:26], predict the reactants needed to synthesize it. The reactants are: [NH2:1][C:2]1[C:3]([C:14]2[O:18][C:17]([C@:19]([OH:25])([CH3:24])[C:20]([F:23])([F:22])[F:21])=[N:16][N:15]=2)=[N:4][C:5]([O:12][CH3:13])=[C:6]([C:8]([F:11])([F:10])[F:9])[CH:7]=1.[Cl:26]N1C(=O)N(Cl)C(=O)N(Cl)C1=O. (5) Given the product [Si:32]([O:16][CH:14]([C:13]1[CH:12]=[C:11]2[C:6](=[N:5][C:4]=1[CH:3]([O:2][CH3:1])[O:17][CH3:18])[NH:7][CH2:8][CH2:9][CH2:10]2)[CH3:15])([C:29]([CH3:31])([CH3:30])[CH3:28])([CH3:34])[CH3:33], predict the reactants needed to synthesize it. The reactants are: [CH3:1][O:2][CH:3]([O:17][CH3:18])[C:4]1[C:13]([CH:14]([OH:16])[CH3:15])=[CH:12][C:11]2[CH2:10][CH2:9][CH2:8][NH:7][C:6]=2[N:5]=1.CCN(C(C)C)C(C)C.[CH3:28][C:29]([Si:32](Cl)([CH3:34])[CH3:33])([CH3:31])[CH3:30].